From a dataset of Forward reaction prediction with 1.9M reactions from USPTO patents (1976-2016). Predict the product of the given reaction. (1) Given the reactants [CH3:1][C:2]([NH2:10])([C:4]1[CH:9]=[CH:8][CH:7]=[CH:6][N:5]=1)[CH3:3].[Cl:11][C:12]1[CH:13]=[C:14]([CH3:20])[C:15]([CH:18]=O)=[N:16][CH:17]=1.[BH-](OC(C)=O)(OC(C)=O)OC(C)=O.[Na+], predict the reaction product. The product is: [Cl:11][C:12]1[CH:13]=[C:14]([CH3:20])[C:15]([CH2:18][NH:10][C:2]([CH3:3])([C:4]2[CH:9]=[CH:8][CH:7]=[CH:6][N:5]=2)[CH3:1])=[N:16][CH:17]=1. (2) Given the reactants Br[CH2:2][C:3]1[C:7]2([CH2:11][CH2:10][CH2:9][CH2:8]2)[NH:6][S:5](=[O:13])(=[O:12])[C:4]=1[C:14]1[CH:19]=[CH:18][C:17]([Cl:20])=[CH:16][CH:15]=1.[CH2:21]([NH2:23])[CH3:22].[CH:24]1([CH2:27]Br)[CH2:26][CH2:25]1, predict the reaction product. The product is: [Cl:20][C:17]1[CH:18]=[CH:19][C:14]([C:4]2[S:5](=[O:13])(=[O:12])[N:6]([CH2:27][CH:24]3[CH2:26][CH2:25]3)[C:7]3([CH2:11][CH2:10][CH2:9][CH2:8]3)[C:3]=2[CH2:2][NH:23][CH2:21][CH3:22])=[CH:15][CH:16]=1. (3) Given the reactants [C:1]([C@@H:4]([NH:12][C:13]([C:15]1[S:31][C:18]2=[N:19][C:20]3[CH2:21][CH2:22][CH:23]([C:27]([CH3:30])([CH3:29])[CH3:28])[CH2:24][C:25]=3[CH:26]=[C:17]2[CH:16]=1)=[O:14])[CH2:5][C:6]1[CH:11]=[CH:10][CH:9]=[CH:8][CH:7]=1)(=O)[NH2:2].CC[N+](S(N=C(OC)[O-])(=O)=O)(CC)CC, predict the reaction product. The product is: [C:1]([C@@H:4]([NH:12][C:13]([C:15]1[S:31][C:18]2=[N:19][C:20]3[CH2:21][CH2:22][CH:23]([C:27]([CH3:29])([CH3:28])[CH3:30])[CH2:24][C:25]=3[CH:26]=[C:17]2[CH:16]=1)=[O:14])[CH2:5][C:6]1[CH:11]=[CH:10][CH:9]=[CH:8][CH:7]=1)#[N:2]. (4) Given the reactants Br[C:2]1[CH:3]=[C:4]([C:8]2[N:13]=[C:12]([CH3:14])[CH:11]=[C:10]([C:15]3[CH:16]=[N:17][C:18]([C:21]([F:24])([F:23])[F:22])=[CH:19][CH:20]=3)[CH:9]=2)[CH:5]=[CH:6][CH:7]=1.[C:25]([NH:29][S:30]([C:33]1[CH:34]=[C:35](B(O)O)[CH:36]=[CH:37][CH:38]=1)(=[O:32])=[O:31])([CH3:28])([CH3:27])[CH3:26], predict the reaction product. The product is: [C:25]([NH:29][S:30]([C:33]1[CH:34]=[C:35]([C:6]2[CH:7]=[CH:2][CH:3]=[C:4]([C:8]3[CH:9]=[C:10]([C:15]4[CH:16]=[N:17][C:18]([C:21]([F:23])([F:24])[F:22])=[CH:19][CH:20]=4)[CH:11]=[C:12]([CH3:14])[N:13]=3)[CH:5]=2)[CH:36]=[CH:37][CH:38]=1)(=[O:32])=[O:31])([CH3:28])([CH3:27])[CH3:26]. (5) Given the reactants Cl[C:2]1[CH:3]=[CH:4][C:5]2[N:11]3[CH2:12][C@H:8]([CH2:9][CH2:10]3)[N:7]([C:13]([NH:15][C:16]3[CH:17]=[N:18][CH:19]=[CH:20][CH:21]=3)=[O:14])[C:6]=2[N:22]=1.P([O-])([O-])([O-])=O.[K+].[K+].[K+].[CH3:31][N:32]1[CH:37]=[CH:36][C:35](B(O)O)=[CH:34][C:33]1=[O:41].CC(C1C=C(C(C)C)C(C2C=CC=CC=2P(C2CCCCC2)C2CCCCC2)=C(C(C)C)C=1)C, predict the reaction product. The product is: [CH3:31][N:32]1[CH:37]=[CH:36][C:35]([C:2]2[CH:3]=[CH:4][C:5]3[N:11]4[CH2:12][C@H:8]([CH2:9][CH2:10]4)[N:7]([C:13]([NH:15][C:16]4[CH:17]=[N:18][CH:19]=[CH:20][CH:21]=4)=[O:14])[C:6]=3[N:22]=2)=[CH:34][C:33]1=[O:41]. (6) Given the reactants C(=O)([O-])[O-].[Cs+].[Cs+].N1C2C(=CC=C3C=2N=CC=C3)C=CC=1.[Br:21][C:22]1[CH:27]=[CH:26][C:25](I)=[CH:24][CH:23]=1.[CH2:29]([N:31]1[CH2:36][CH2:35][CH2:34][CH:33]([OH:37])[CH2:32]1)[CH3:30], predict the reaction product. The product is: [Br:21][C:22]1[CH:27]=[CH:26][C:25]([O:37][CH:33]2[CH2:34][CH2:35][CH2:36][N:31]([CH2:29][CH3:30])[CH2:32]2)=[CH:24][CH:23]=1. (7) Given the reactants [F:1][C:2]1[CH:3]=[N:4][CH:5]=[C:6]([F:8])[CH:7]=1.[Li+].CC([N-]C(C)C)C.[Si](Cl)(C)(C)C.[CH3:22][O:23][CH2:24][C:25](OC)=[O:26], predict the reaction product. The product is: [F:1][C:2]1[C:3]([C:25](=[O:26])[CH2:24][O:23][CH3:22])=[N:4][CH:5]=[C:6]([F:8])[CH:7]=1.